Predict the product of the given reaction. From a dataset of Forward reaction prediction with 1.9M reactions from USPTO patents (1976-2016). (1) Given the reactants Br[C:2]1[CH:3]=[CH:4][C:5]2[N:6]([CH:8]=[C:9]([CH2:11][O:12][Si:13]([C:16]([CH3:19])([CH3:18])[CH3:17])([CH3:15])[CH3:14])[N:10]=2)[CH:7]=1.[CH3:20]C([O-])=O.[K+].C([O-])([O-])=O.[K+].[K+].Cl[C:32]1[C:40]([CH2:41][CH3:42])=[CH:39][C:35]([C:36]([O-:38])=[O:37])=[C:34]([O:43][CH3:44])[N:33]=1, predict the reaction product. The product is: [Si:13]([O:12][CH2:11][C:9]1[N:10]=[C:5]2[CH:4]=[CH:3][C:2]([C:32]3[C:40]([CH2:41][CH3:42])=[CH:39][C:35]([C:36]([O:38][CH3:20])=[O:37])=[C:34]([O:43][CH3:44])[N:33]=3)=[CH:7][N:6]2[CH:8]=1)([C:16]([CH3:19])([CH3:18])[CH3:17])([CH3:15])[CH3:14]. (2) Given the reactants [Cl:1][C:2]1[CH:3]=[CH:4][C:5]([O:36][CH:37]([F:39])[F:38])=[C:6]([C:8]2[C:12]([NH:13][C:14]([C:16]3[CH:17]=[N:18][N:19]4[CH:24]=[CH:23][CH:22]=[N:21][C:20]=34)=[O:15])=[CH:11][N:10]([CH2:25][CH2:26][NH:27][C@@H:28]([C:30]3[CH:35]=[CH:34][CH:33]=[CH:32][CH:31]=3)[CH3:29])[N:9]=2)[CH:7]=1.C1([C@@H](N)C)C=CC=CC=1, predict the reaction product. The product is: [Cl:1][C:2]1[CH:3]=[CH:4][C:5]([O:36][CH:37]([F:39])[F:38])=[C:6]([C:8]2[C:12]([NH:13][C:14]([C:16]3[CH:17]=[N:18][N:19]4[CH:24]=[CH:23][CH:22]=[N:21][C:20]=34)=[O:15])=[CH:11][N:10]([CH2:25][CH2:26][NH:27][C@H:28]([C:30]3[CH:35]=[CH:34][CH:33]=[CH:32][CH:31]=3)[CH3:29])[N:9]=2)[CH:7]=1. (3) Given the reactants [C:1]([O-:4])(=[O:3])[CH3:2].[P:5]([O-:9])([OH:8])([OH:7])=[O:6].[Na+:10], predict the reaction product. The product is: [P:5]([O-:9])([OH:8])([OH:7])=[O:6].[Na+:10].[C:1]([O-:4])(=[O:3])[CH3:2].[Na+:10]. (4) Given the reactants [Mg].II.Br[C:5]1[CH:6]=[C:7]([CH:13]2[O:18][CH2:17][C:16]([CH3:20])([CH3:19])[CH2:15][O:14]2)[CH:8]=[CH:9][C:10]=1[O:11][CH3:12].[Na].[Cl:22][C:23]1[CH:24]=[C:25]2[C:29](=[CH:30][CH:31]=1)[NH:28][C:27](=[O:32])[C:26]2=[O:33].ClC1C=C2C(=CC=1)NC(=O)C2=O.[H-].[Na+].[Cl-].[NH4+], predict the reaction product. The product is: [Cl:22][C:23]1[CH:24]=[C:25]2[C:29](=[CH:30][CH:31]=1)[NH:28][C:27](=[O:32])[C:26]2([C:5]1[CH:6]=[C:7]([CH:13]2[O:18][CH2:17][C:16]([CH3:20])([CH3:19])[CH2:15][O:14]2)[CH:8]=[CH:9][C:10]=1[O:11][CH3:12])[OH:33]. (5) Given the reactants [C:1]([CH2:3][C:4]1([N:15]2[CH2:18][CH:17]([CH2:19][N:20]([C@@H:27]3[CH2:29][C@H:28]3[C:30]3[CH:35]=[CH:34][CH:33]=[CH:32][CH:31]=3)[C:21](=[O:26])[C:22]([F:25])([F:24])[F:23])[CH2:16]2)[CH2:7][N:6](C(OC(C)(C)C)=[O:9])[CH2:5]1)#[N:2].[OH-:36].[Na+], predict the reaction product. The product is: [C:1](#[N:2])[CH3:3].[OH2:9].[C:21]([OH:26])([C:22]([F:25])([F:24])[F:23])=[O:36].[C:30]1([C@@H:28]2[CH2:29][C@H:27]2[NH:20][CH2:19][CH:17]2[CH2:16][N:15]([C:4]3([CH2:3][C:1]#[N:2])[CH2:7][NH:6][CH2:5]3)[CH2:18]2)[CH:35]=[CH:34][CH:33]=[CH:32][CH:31]=1.[C:21]([OH:26])([C:22]([F:25])([F:24])[F:23])=[O:36]. (6) Given the reactants [N:1]1([CH2:7][CH2:8][CH2:9][OH:10])[CH2:6][CH2:5][CH2:4][CH2:3][CH2:2]1.[C:11]1([CH3:21])[CH:16]=[CH:15][C:14]([S:17](Cl)(=[O:19])=[O:18])=[CH:13][CH:12]=1, predict the reaction product. The product is: [N:1]1([CH2:7][CH2:8][CH2:9][O:10][S:17]([C:14]2[CH:15]=[CH:16][C:11]([CH3:21])=[CH:12][CH:13]=2)(=[O:19])=[O:18])[CH2:6][CH2:5][CH2:4][CH2:3][CH2:2]1. (7) Given the reactants C(=O)([O-])[O-].[Na+].[Na+].[C:7]1([CH3:13])[CH:12]=[CH:11][CH:10]=[CH:9][CH:8]=1.C1(B(O)O)C=CC=CC=1.ClC1[CH:29]=[CH:28][C:27]([N+:30]([O-:32])=[O:31])=[CH:26][N:25]=1, predict the reaction product. The product is: [N+:30]([C:27]1[CH:28]=[CH:29][C:13]([C:7]2[CH:12]=[CH:11][CH:10]=[CH:9][CH:8]=2)=[N:25][CH:26]=1)([O-:32])=[O:31]. (8) Given the reactants [C:1]12([C:11]3[CH:16]=[C:15]([N+:17]([O-])=O)[C:14]([OH:20])=[C:13]([Br:21])[CH:12]=3)[CH2:10][CH:5]3[CH2:6][CH:7]([CH2:9][CH:3]([CH2:4]3)[CH2:2]1)[CH2:8]2, predict the reaction product. The product is: [C:1]12([C:11]3[CH:12]=[C:13]([Br:21])[C:14]([OH:20])=[C:15]([NH2:17])[CH:16]=3)[CH2:2][CH:3]3[CH2:9][CH:7]([CH2:6][CH:5]([CH2:4]3)[CH2:10]1)[CH2:8]2. (9) Given the reactants [NH2:1][C:2]1[CH:7]=[CH:6][C:5]([CH2:8][CH2:9][C:10]([O:12][CH2:13][CH3:14])=[O:11])=[CH:4][CH:3]=1.[O:15]([C:22]1[CH:30]=[CH:29][C:25]([C:26](O)=[O:27])=[CH:24][CH:23]=1)[C:16]1[CH:21]=[CH:20][CH:19]=[CH:18][CH:17]=1.Cl.C(N=C=NCCCN(C)C)C.O.ON1C2C=CC=CC=2N=N1, predict the reaction product. The product is: [O:15]([C:22]1[CH:23]=[CH:24][C:25]([C:26]([NH:1][C:2]2[CH:3]=[CH:4][C:5]([CH2:8][CH2:9][C:10]([O:12][CH2:13][CH3:14])=[O:11])=[CH:6][CH:7]=2)=[O:27])=[CH:29][CH:30]=1)[C:16]1[CH:17]=[CH:18][CH:19]=[CH:20][CH:21]=1.